From a dataset of Full USPTO retrosynthesis dataset with 1.9M reactions from patents (1976-2016). Predict the reactants needed to synthesize the given product. Given the product [CH3:1][C:2]1[CH:10]=[CH:9][C:8]2[N:7]([CH2:26][CH2:25][C:22]3[N:21]=[N:20][C:19]([CH3:18])=[CH:24][CH:23]=3)[C:6]3[CH:11]4[CH2:12][CH2:13][N:14]([CH2:15][C:5]=3[C:4]=2[CH:3]=1)[CH2:16][CH2:17]4, predict the reactants needed to synthesize it. The reactants are: [CH3:1][C:2]1[CH:10]=[CH:9][C:8]2[NH:7][C:6]3[CH:11]4[CH2:17][CH2:16][N:14]([CH2:15][C:5]=3[C:4]=2[CH:3]=1)[CH2:13][CH2:12]4.[CH3:18][C:19]1[N:20]=[N:21][C:22]([CH:25]=[CH2:26])=[CH:23][CH:24]=1.